Dataset: Full USPTO retrosynthesis dataset with 1.9M reactions from patents (1976-2016). Task: Predict the reactants needed to synthesize the given product. (1) Given the product [CH3:1][O:2][C:3](=[O:18])[C:4]1[CH:16]=[C:15]([F:17])[CH:14]=[CH:13][C:5]=1[C:6]1[N:20]([CH3:19])[N:10]=[CH:9][N:8]=1, predict the reactants needed to synthesize it. The reactants are: [CH3:1][O:2][C:3](=[O:18])[C:4]1[C:5](=[CH:13][CH:14]=[C:15]([F:17])[CH:16]=1)[C:6](/[N:8]=[CH:9]/[N:10](C)C)=O.[CH3:19][NH:20]N. (2) Given the product [Br:23][C:15]1[CH:14]=[C:13]([C:11]2[N:36]=[C:1]([CH2:2][CH2:3][C:4]([O:6][CH3:7])=[O:5])[O:9][CH:10]=2)[CH:18]=[C:17]([C:19]([F:22])([F:21])[F:20])[CH:16]=1, predict the reactants needed to synthesize it. The reactants are: [C:1]([O:9][CH2:10][C:11]([C:13]1[CH:18]=[C:17]([C:19]([F:22])([F:21])[F:20])[CH:16]=[C:15]([Br:23])[CH:14]=1)=O)(=O)[CH2:2][CH2:3][C:4]([O:6][CH3:7])=[O:5].ClC1C=C(C2[N:36]=C(CCC(OC)=O)OC=2)C=C(C(F)(F)F)C=1.